This data is from Peptide-MHC class II binding affinity with 134,281 pairs from IEDB. The task is: Regression. Given a peptide amino acid sequence and an MHC pseudo amino acid sequence, predict their binding affinity value. This is MHC class II binding data. (1) The binding affinity (normalized) is 0.356. The MHC is DRB1_0802 with pseudo-sequence DRB1_0802. The peptide sequence is IQARAAALAFEQAYA. (2) The binding affinity (normalized) is 0.180. The peptide sequence is RTEQKDFDGRSEFAY. The MHC is HLA-DPA10201-DPB10101 with pseudo-sequence HLA-DPA10201-DPB10101. (3) The peptide sequence is KFPKFNRVFEIEFDI. The MHC is DRB1_0701 with pseudo-sequence DRB1_0701. The binding affinity (normalized) is 0.579. (4) The peptide sequence is INAGFKAALAAAAGVPPADKY. The MHC is HLA-DQA10301-DQB10302 with pseudo-sequence HLA-DQA10301-DQB10302. The binding affinity (normalized) is 0.429. (5) The peptide sequence is IRQLERLLQAVVGAG. The MHC is DRB1_0101 with pseudo-sequence DRB1_0101. The binding affinity (normalized) is 0.599. (6) The peptide sequence is EGHHLASAAIFGHDG. The MHC is DRB1_0401 with pseudo-sequence DRB1_0401. The binding affinity (normalized) is 0.372. (7) The peptide sequence is PKQMLVGGVVLLGAMK. The MHC is HLA-DQA10501-DQB10302 with pseudo-sequence HLA-DQA10501-DQB10302. The binding affinity (normalized) is 0.415. (8) The peptide sequence is GATDVDGMAWFTPVG. The MHC is DRB1_1101 with pseudo-sequence DRB1_1101. The binding affinity (normalized) is 0.354.